Dataset: Catalyst prediction with 721,799 reactions and 888 catalyst types from USPTO. Task: Predict which catalyst facilitates the given reaction. (1) Reactant: [C:1]([C:4]1[C:22](=[O:23])[C@@:8]2([CH3:24])[C:9]3[C:15]([OH:16])=[CH:14][C:13]([O:17][CH3:18])=[C:12]([C:19]([NH2:21])=[O:20])[C:10]=3[O:11][C:7]2=[CH:6][C:5]=1[OH:25])(=[O:3])[CH3:2].[CH2:26]([C:29]1[CH:38]=[CH:37][C:36]2[C:31](=[CH:32][CH:33]=[CH:34][CH:35]=2)[C:30]=1[CH:39]=O)[CH2:27][CH3:28].C([SiH](CC)CC)C.FC(F)(F)C(O)=O. Product: [C:1]([C:4]1[C:22](=[O:23])[C@@:8]2([CH3:24])[C:9]3[C:15]([OH:16])=[CH:14][C:13]([O:17][CH3:18])=[C:12]([C:19]([NH:21][CH2:39][C:30]4[C:31]5[C:36](=[CH:35][CH:34]=[CH:33][CH:32]=5)[CH:37]=[CH:38][C:29]=4[CH2:26][CH2:27][CH3:28])=[O:20])[C:10]=3[O:11][C:7]2=[CH:6][C:5]=1[OH:25])(=[O:3])[CH3:2]. The catalyst class is: 10. (2) The catalyst class is: 1. Product: [Cl:13][C:14]1[CH:19]=[CH:18][N:17]=[C:16]([CH:20]=[CH:5][C:6]([O:8][CH2:9][CH3:10])=[O:7])[CH:15]=1. Reactant: P([CH2:5][C:6]([O:8][CH2:9][CH3:10])=[O:7])(O)(O)=O.[H-].[Na+].[Cl:13][C:14]1[CH:19]=[CH:18][N:17]=[C:16]([CH:20]=O)[CH:15]=1.O. (3) Reactant: [F:1][C:2]1[N:6]([CH3:7])[N:5]=[C:4]([C:8]([F:11])([F:10])[F:9])[C:3]=1[C:12](Cl)=[O:13].[CH3:15][CH:16]([C:22]1[CH:27]=[CH:26][CH:25]=[CH:24][C:23]=1[NH2:28])[CH2:17][C:18]([CH3:21])([CH3:20])[CH3:19].C(N(CC)CC)C. Product: [F:1][C:2]1[N:6]([CH3:7])[N:5]=[C:4]([C:8]([F:11])([F:10])[F:9])[C:3]=1[C:12]([NH:28][C:23]1[CH:24]=[CH:25][CH:26]=[CH:27][C:22]=1[CH:16]([CH3:15])[CH2:17][C:18]([CH3:21])([CH3:20])[CH3:19])=[O:13]. The catalyst class is: 7. (4) Reactant: C[O:2][C:3](=O)[C:4]1[CH:9]=[CH:8][C:7]([O:10][CH3:11])=[CH:6][C:5]=1[F:12].O.[NH2:15][NH2:16]. Product: [F:12][C:5]1[CH:6]=[C:7]([O:10][CH3:11])[CH:8]=[CH:9][C:4]=1[C:3]([NH:15][NH2:16])=[O:2]. The catalyst class is: 8.